From a dataset of Catalyst prediction with 721,799 reactions and 888 catalyst types from USPTO. Predict which catalyst facilitates the given reaction. (1) Reactant: [I:1][C:2]1[CH:3]=[C:4]2[C:9](=[CH:10][CH:11]=1)[N:8]=[C:7]([OH:12])[CH:6]=[C:5]2[OH:13].CC1NC(C)=C(C(OCC)=O)CC=1C(OCC)=O.[F:32][C:33]([F:43])([F:42])[C:34]1[CH:41]=[CH:40][C:37]([CH:38]=O)=[CH:36][CH:35]=1.C(O)C. Product: [I:1][C:2]1[CH:3]=[C:4]2[C:9](=[CH:10][CH:11]=1)[N:8]=[C:7]([OH:12])[C:6]([CH2:38][C:37]1[CH:36]=[CH:35][C:34]([C:33]([F:32])([F:42])[F:43])=[CH:41][CH:40]=1)=[C:5]2[OH:13]. The catalyst class is: 17. (2) Reactant: [Cl:1][C:2]1[N:10]=[C:9]2[C:5]([N:6]=[C:7]([CH2:12][CH:13]=O)[N:8]2[CH3:11])=[C:4]([N:15]2[CH2:20][CH2:19][O:18][CH2:17][CH2:16]2)[N:3]=1.[CH3:21][C:22]1([OH:28])[CH2:27][CH2:26][NH:25][CH2:24][CH2:23]1.C(OC)(OC)OC.C(O)(=O)C.C(O[BH-](OC(=O)C)OC(=O)C)(=O)C.[Na+]. Product: [Cl:1][C:2]1[N:10]=[C:9]2[C:5]([N:6]=[C:7]([CH2:12][CH2:13][N:25]3[CH2:26][CH2:27][C:22]([CH3:21])([OH:28])[CH2:23][CH2:24]3)[N:8]2[CH3:11])=[C:4]([N:15]2[CH2:20][CH2:19][O:18][CH2:17][CH2:16]2)[N:3]=1. The catalyst class is: 26. (3) Reactant: [F:1][C:2]1[CH:3]=[C:4](/[CH:11]=[CH:12]/[C:13]([O:15][CH3:16])=[O:14])[CH:5]=[C:6]([F:10])[C:7]=1[CH:8]=O.[NH:17]1[C:25]2[C:20](=[CH:21][CH:22]=[CH:23][CH:24]=2)[C:19]([CH2:26][C@H:27]([NH:29][CH2:30][C:31]([F:34])([CH3:33])[CH3:32])[CH3:28])=[CH:18]1.C(O)(=O)C.C(=O)([O-])[O-].[K+].[K+]. Product: [F:1][C:2]1[CH:3]=[C:4](/[CH:11]=[CH:12]/[C:13]([O:15][CH3:16])=[O:14])[CH:5]=[C:6]([F:10])[C:7]=1[C@@H:8]1[C:18]2[NH:17][C:25]3[C:20]([C:19]=2[CH2:26][C@@H:27]([CH3:28])[N:29]1[CH2:30][C:31]([F:34])([CH3:33])[CH3:32])=[CH:21][CH:22]=[CH:23][CH:24]=3. The catalyst class is: 226. (4) Reactant: [C:1]([C@H:5]1[CH2:10][CH2:9][C@H:8]([O:11][C:12]2[CH:13]=[C:14]3[C:19](=[CH:20][CH:21]=2)[CH:18]=[C:17]([C@:22]2([CH3:28])[CH2:26][O:25]C(=O)[NH:23]2)[CH:16]=[CH:15]3)[CH2:7][CH2:6]1)([CH3:4])([CH3:3])[CH3:2].C(O)C.O.[OH-].[Li+]. Product: [NH2:23][C@@:22]([C:17]1[CH:16]=[CH:15][C:14]2[C:19](=[CH:20][CH:21]=[C:12]([O:11][C@H:8]3[CH2:7][CH2:6][C@H:5]([C:1]([CH3:4])([CH3:3])[CH3:2])[CH2:10][CH2:9]3)[CH:13]=2)[CH:18]=1)([CH3:28])[CH2:26][OH:25]. The catalyst class is: 6. (5) Reactant: [C:1]1([N:7]2[CH:11]=[CH:10][C:9](C(O)=O)=[N:8]2)[CH:6]=[CH:5][CH:4]=[CH:3][CH:2]=1.[Cl:15][C:16]1[CH:17]=[C:18]([N:22]2[CH2:27][CH2:26][NH:25][CH2:24][CH2:23]2)[CH:19]=[CH:20][CH:21]=1.C(Cl)(=O)[C:29](Cl)=[O:30]. Product: [Cl:15][C:16]1[CH:17]=[C:18]([N:22]2[CH2:27][CH2:26][N:25]([C:29]([C:11]3[N:7]([C:1]4[CH:2]=[CH:3][CH:4]=[CH:5][CH:6]=4)[N:8]=[CH:9][CH:10]=3)=[O:30])[CH2:24][CH2:23]2)[CH:19]=[CH:20][CH:21]=1. The catalyst class is: 4.